Dataset: Forward reaction prediction with 1.9M reactions from USPTO patents (1976-2016). Task: Predict the product of the given reaction. The product is: [O:46]=[C:42]1[CH:41]=[C:40]([C:37]2[N:38]=[N:39][C:34]([C:33]([F:48])([F:47])[F:32])=[CH:35][CH:36]=2)[CH:45]=[CH:44][N:43]1[C:2]1[CH:3]=[CH:4][C:5]2[C:6]3[CH2:24][N:23]([C:25]([O:27][C:28]([CH3:29])([CH3:31])[CH3:30])=[O:26])[CH2:22][CH2:21][C:7]=3[NH:8][C:9]=2[CH:10]=1. Given the reactants Br[C:2]1[CH:3]=[CH:4][C:5]2[C:6]3[CH2:24][N:23]([C:25]([O:27][C:28]([CH3:31])([CH3:30])[CH3:29])=[O:26])[CH2:22][CH2:21][C:7]=3[N:8]([Si](C(C)C)(C(C)C)C(C)C)[C:9]=2[CH:10]=1.[F:32][C:33]([F:48])([F:47])[C:34]1[N:39]=[N:38][C:37]([C:40]2[CH:45]=[CH:44][NH:43][C:42](=[O:46])[CH:41]=2)=[CH:36][CH:35]=1, predict the reaction product.